Dataset: Peptide-MHC class I binding affinity with 185,985 pairs from IEDB/IMGT. Task: Regression. Given a peptide amino acid sequence and an MHC pseudo amino acid sequence, predict their binding affinity value. This is MHC class I binding data. The peptide sequence is FPASHMATY. The MHC is HLA-B15:09 with pseudo-sequence HLA-B15:09. The binding affinity (normalized) is 0.0847.